Dataset: Forward reaction prediction with 1.9M reactions from USPTO patents (1976-2016). Task: Predict the product of the given reaction. (1) Given the reactants [NH2:1][C:2]1[CH:7]=[C:6]([O:8][C:9]2[CH:14]=[CH:13][C:12]([N+:15]([O-:17])=[O:16])=[CH:11][C:10]=2[F:18])[N:5]=[CH:4][N:3]=1.C(N(CC)CC)C.Cl[C:27](OC1C=CC=CC=1)=[O:28].[NH:36]1[CH2:41][CH2:40][O:39][CH2:38][CH2:37]1, predict the reaction product. The product is: [F:18][C:10]1[CH:11]=[C:12]([N+:15]([O-:17])=[O:16])[CH:13]=[CH:14][C:9]=1[O:8][C:6]1[N:5]=[CH:4][N:3]=[C:2]([NH:1][C:27]([N:36]2[CH2:41][CH2:40][O:39][CH2:38][CH2:37]2)=[O:28])[CH:7]=1. (2) Given the reactants [OH:1][CH2:2][CH2:3][C:4]1[CH:13]=[C:12]2[C:7]([CH:8]=[CH:9][C:10]([CH2:14][N:15]3[CH2:20][CH2:19][CH:18]([NH:21][C:22](=[O:31])[C:23]4[CH:28]=[CH:27][CH:26]=[C:25]([O:29][CH3:30])[CH:24]=4)[CH2:17][CH2:16]3)=[CH:11]2)=[CH:6][CH:5]=1.Br[CH2:33][CH2:34][O:35][CH3:36].O, predict the reaction product. The product is: [CH3:30][O:29][C:25]1[CH:24]=[C:23]([CH:28]=[CH:27][CH:26]=1)[C:22]([NH:21][CH:18]1[CH2:19][CH2:20][N:15]([CH2:14][C:10]2[CH:9]=[CH:8][C:7]3[C:12](=[CH:13][C:4]([CH2:3][CH2:2][O:1][CH2:33][CH2:34][O:35][CH3:36])=[CH:5][CH:6]=3)[CH:11]=2)[CH2:16][CH2:17]1)=[O:31]. (3) Given the reactants [ClH:1].Cl.[CH2:3]([C:7]1[N:8]=[N:9][C:10]([O:31][CH:32]2[CH2:37][CH2:36][N:35]([CH3:38])[CH2:34][CH2:33]2)=[CH:11][C:12]=1[C:13]1[CH:14]=[CH:15][C:16]([O:24][CH:25]2[CH2:30][CH2:29][CH2:28][CH2:27][CH2:26]2)=[C:17]([NH:19][S:20]([CH3:23])(=[O:22])=[O:21])[CH:18]=1)[CH2:4][CH2:5][CH3:6].[CH2:39](Br)[CH:40]([CH3:42])[CH3:41].C(=O)([O-])[O-].[K+].[K+].Cl, predict the reaction product. The product is: [ClH:1].[ClH:1].[CH2:3]([C:7]1[N:8]=[N:9][C:10]([O:31][CH:32]2[CH2:37][CH2:36][N:35]([CH3:38])[CH2:34][CH2:33]2)=[CH:11][C:12]=1[C:13]1[CH:14]=[CH:15][C:16]([O:24][CH:25]2[CH2:30][CH2:29][CH2:28][CH2:27][CH2:26]2)=[C:17]([N:19]([CH2:39][CH:40]([CH3:42])[CH3:41])[S:20]([CH3:23])(=[O:21])=[O:22])[CH:18]=1)[CH2:4][CH2:5][CH3:6]. (4) Given the reactants [CH2:1]([O:8][N:9]([CH2:12][C@@H:13]([O:44][CH2:45][C:46]1[CH:51]=[CH:50][CH:49]=[CH:48][CH:47]=1)[C@H:14]([O:36][CH2:37][C:38]1[CH:43]=[CH:42][CH:41]=[CH:40][CH:39]=1)[C@H:15]([O:28][CH2:29][C:30]1[CH:35]=[CH:34][CH:33]=[CH:32][CH:31]=1)[CH2:16][O:17][Si](C(C)C)(C(C)C)C(C)C)[CH:10]=[O:11])[C:2]1[CH:7]=[CH:6][CH:5]=[CH:4][CH:3]=1.CCCC[N+](CCCC)(CCCC)CCCC.[F-], predict the reaction product. The product is: [CH2:1]([O:8][N:9]([CH2:12][C@@H:13]([O:44][CH2:45][C:46]1[CH:47]=[CH:48][CH:49]=[CH:50][CH:51]=1)[C@H:14]([O:36][CH2:37][C:38]1[CH:43]=[CH:42][CH:41]=[CH:40][CH:39]=1)[C@H:15]([O:28][CH2:29][C:30]1[CH:31]=[CH:32][CH:33]=[CH:34][CH:35]=1)[CH2:16][OH:17])[CH:10]=[O:11])[C:2]1[CH:7]=[CH:6][CH:5]=[CH:4][CH:3]=1. (5) Given the reactants [S:1]1[C:5]2[CH:6]=[CH:7][CH:8]=[CH:9][C:4]=2[N:3]=[C:2]1[C:10]1[C:11]([O:20][C@H:21]2[CH2:60][N:24]3[C:25](=[O:59])[C@@H:26]([NH:51]C(=O)OC(C)(C)C)[CH2:27][CH2:28][CH2:29][CH2:30][CH2:31][C:32]([F:50])([F:49])[CH2:33][C@@H:34]4[CH2:39][C@@:35]4([C:40](=[O:48])[NH:41][S:42]([CH:45]4[CH2:47][CH2:46]4)(=[O:44])=[O:43])[NH:36][C:37](=[O:38])[C@@H:23]3[CH2:22]2)=[N:12][C:13]2[C:18]([N:19]=1)=[CH:17][CH:16]=[CH:15][CH:14]=2.[ClH:61], predict the reaction product. The product is: [ClH:61].[NH2:51][C@@H:26]1[C:25](=[O:59])[N:24]2[CH2:60][C@H:21]([O:20][C:11]3[C:10]([C:2]4[S:1][C:5]5[CH:6]=[CH:7][CH:8]=[CH:9][C:4]=5[N:3]=4)=[N:19][C:18]4[C:13](=[CH:14][CH:15]=[CH:16][CH:17]=4)[N:12]=3)[CH2:22][C@H:23]2[C:37](=[O:38])[NH:36][C@:35]2([C:40]([NH:41][S:42]([CH:45]3[CH2:47][CH2:46]3)(=[O:44])=[O:43])=[O:48])[CH2:39][C@H:34]2[CH2:33][C:32]([F:49])([F:50])[CH2:31][CH2:30][CH2:29][CH2:28][CH2:27]1. (6) Given the reactants Br[CH2:2][C:3]([C:5]1[S:6][C:7]([Br:10])=[CH:8][CH:9]=1)=[O:4].[C-:11]#[N:12].[K+], predict the reaction product. The product is: [Br:10][C:7]1[S:6][C:5]([C:3](=[O:4])[CH2:2][C:11]#[N:12])=[CH:9][CH:8]=1. (7) Given the reactants O1CCCC1.COP([CH2:12][C:13]([O:15][C:16]([CH3:19])([CH3:18])[CH3:17])=[O:14])(OC)=O.[H-].[Na+].[CH3:22][C:23]12[CH2:29][C:28](=O)[CH:27]1[CH:26]=[CH:25][CH2:24]2, predict the reaction product. The product is: [CH3:22][C@:23]12[CH2:29][C:28](=[CH:12][C:13]([O:15][C:16]([CH3:19])([CH3:18])[CH3:17])=[O:14])[C@@H:27]1[CH:26]=[CH:25][CH2:24]2.